From a dataset of Aqueous solubility values for 9,982 compounds from the AqSolDB database. Regression/Classification. Given a drug SMILES string, predict its absorption, distribution, metabolism, or excretion properties. Task type varies by dataset: regression for continuous measurements (e.g., permeability, clearance, half-life) or binary classification for categorical outcomes (e.g., BBB penetration, CYP inhibition). For this dataset (solubility_aqsoldb), we predict Y. (1) The compound is OCc1cccc2ccccc12. The Y is -1.74 log mol/L. (2) The molecule is CC(=O)OOC(=O)c1ccccc1. The Y is -2.45 log mol/L. (3) The molecule is CON(C)C(=O)Nc1ccc(Cl)c(Cl)c1. The Y is -3.52 log mol/L.